Dataset: Reaction yield outcomes from USPTO patents with 853,638 reactions. Task: Predict the reaction yield, written as a fraction of the theoretical maximum amount of product (1.0 means a 100% yield; for example, 0.34 means a 34% yield). (1) The catalyst is C(Cl)Cl. The reactants are Cl[C:2](=[O:7])[C:3]([O:5][CH3:6])=[O:4].[O:8]1[CH2:13][CH2:12][N:11]([C:14]2[CH:20]=[CH:19][C:17]([NH2:18])=[CH:16][CH:15]=2)[CH2:10][CH2:9]1.C(N(C(C)C)C(C)C)C. The product is [N:11]1([C:14]2[CH:15]=[CH:16][C:17]([NH:18][C:2](=[O:7])[C:3]([O:5][CH3:6])=[O:4])=[CH:19][CH:20]=2)[CH2:10][CH2:9][O:8][CH2:13][CH2:12]1. The yield is 0.890. (2) The product is [N+:18]([C:13]1[C:12](=[O:15])[NH:11][CH:10]=[C:9]([C:4]2[C:3]([C:2]([F:16])([F:1])[F:17])=[CH:8][CH:7]=[CH:6][N:5]=2)[CH:14]=1)([O-:20])=[O:19]. The yield is 0.920. The reactants are [F:1][C:2]([F:17])([F:16])[C:3]1[C:4]([C:9]2[CH:14]=[CH:13][C:12](=[O:15])[NH:11][CH:10]=2)=[N:5][CH:6]=[CH:7][CH:8]=1.[N+:18]([O-])([OH:20])=[O:19]. The catalyst is S(=O)(=O)(O)O.